From a dataset of Forward reaction prediction with 1.9M reactions from USPTO patents (1976-2016). Predict the product of the given reaction. (1) Given the reactants [CH2:1]([CH:4]1[S:9](=[O:11])(=[O:10])[C:8]([CH3:13])([CH3:12])[C:7]([NH:14][C:15](=[O:21])[O:16][C:17]([CH3:20])([CH3:19])[CH3:18])=[N:6][C:5]1([C:23]1[CH:28]=[C:27]([N+:29]([O-:31])=[O:30])[CH:26]=[CH:25][C:24]=1[F:32])[CH3:22])[CH:2]=C.C(=O)(O)[O-:34].[Na+].[BH4-].[Na+], predict the reaction product. The product is: [F:32][C:24]1[CH:25]=[CH:26][C:27]([N+:29]([O-:31])=[O:30])=[CH:28][C:23]=1[C:5]1([CH3:22])[CH:4]([CH2:1][CH2:2][OH:34])[S:9](=[O:11])(=[O:10])[C:8]([CH3:13])([CH3:12])[C:7]([NH:14][C:15](=[O:21])[O:16][C:17]([CH3:20])([CH3:19])[CH3:18])=[N:6]1. (2) Given the reactants C(OC([N:8]1[CH2:18][CH2:17][C:11]2([CH2:15][NH:14][C:13](=[O:16])[CH2:12]2)[CH2:10][CH2:9]1)=O)(C)(C)C.Br[C:20]1[CH2:24][O:23][C:22](=[O:25])[CH:21]=1.O=C1OCC(N2CCCC3(CCNCC3)C2=O)=C1, predict the reaction product. The product is: [O:25]=[C:22]1[O:23][CH2:24][C:20]([N:14]2[C:13](=[O:16])[CH2:12][C:11]3([CH2:10][CH2:9][NH:8][CH2:18][CH2:17]3)[CH2:15]2)=[CH:21]1. (3) Given the reactants S(Cl)([Cl:3])=O.[O:5]1[C:9]2[CH:10]=[CH:11][C:12]([C@@H:14]3[C:22]4[C:17](=[CH:18][CH:19]=[CH:20][CH:21]=4)[C@H:16](O)[CH2:15]3)=[CH:13][C:8]=2[O:7][CH2:6]1, predict the reaction product. The product is: [Cl:3][CH:16]1[C:17]2[C:22](=[CH:21][CH:20]=[CH:19][CH:18]=2)[CH:14]([C:12]2[CH:11]=[CH:10][C:9]3[O:5][CH2:6][O:7][C:8]=3[CH:13]=2)[CH2:15]1. (4) Given the reactants [CH3:1][O:2][C:3]([C:5]1[CH:14]=[C:13]([F:15])[C:12]2[C:7](=[CH:8][CH:9]=[CH:10][CH:11]=2)[C:6]=1[O:16]COC)=[O:4].O.[O-2].[O-2].[O-2].O=[Si]=O.O=[Si]=O.O=[Si]=O.O=[Si]=O.[Al+3].[Al+3], predict the reaction product. The product is: [F:15][C:13]1[C:12]2[C:7](=[CH:8][CH:9]=[CH:10][CH:11]=2)[C:6]([OH:16])=[C:5]([C:3]([O:2][CH3:1])=[O:4])[CH:14]=1. (5) Given the reactants [CH3:1][O:2][CH2:3][C:4]1([C:9]([N:11]2[CH2:20][CH2:19][C:18]3[N:17]=[CH:16][C:15]([C:21]([F:24])([F:23])[F:22])=[CH:14][C:13]=3[CH2:12]2)=[O:10])[CH2:8][CH2:7][NH:6][CH2:5]1.[C:25]([C:28]1[CH:39]=[CH:38][C:31]2[N:32]([CH3:37])[C:33](=[O:36])[N:34]([CH3:35])[C:30]=2[CH:29]=1)(=O)[CH3:26].[BH-](OC(C)=O)(OC(C)=O)OC(C)=O.[Na+], predict the reaction product. The product is: [CH3:1][O:2][CH2:3][C:4]1([C:9]([N:11]2[CH2:20][CH2:19][C:18]3[N:17]=[CH:16][C:15]([C:21]([F:22])([F:24])[F:23])=[CH:14][C:13]=3[CH2:12]2)=[O:10])[CH2:8][CH2:7][N:6]([CH:25]([C:28]2[CH:39]=[CH:38][C:31]3[N:32]([CH3:37])[C:33](=[O:36])[N:34]([CH3:35])[C:30]=3[CH:29]=2)[CH3:26])[CH2:5]1. (6) Given the reactants [F:1][C:2]1[N:7]=[CH:6][C:5]([NH2:8])=[CH:4][CH:3]=1.C([Mg]Cl)(C)C.[N:14]1[CH:19]=[CH:18][CH:17]=[CH:16][C:15]=1[NH:20][C:21]1[C:22]2[CH2:39][CH2:38][CH2:37][C:23]=2[N:24]=[C:25]([N:27]2[CH2:31][CH2:30][CH2:29][C@H:28]2[C:32](OCC)=[O:33])[N:26]=1, predict the reaction product. The product is: [F:1][C:2]1[N:7]=[CH:6][C:5]([NH:8][C:32]([C@@H:28]2[CH2:29][CH2:30][CH2:31][N:27]2[C:25]2[N:26]=[C:21]([NH:20][C:15]3[CH:16]=[CH:17][CH:18]=[CH:19][N:14]=3)[C:22]3[CH2:39][CH2:38][CH2:37][C:23]=3[N:24]=2)=[O:33])=[CH:4][CH:3]=1. (7) Given the reactants [NH2:1][C:2]([C:4]1[CH:8]=[C:7]([C:9]2[C:14]([F:15])=[CH:13][C:12]([C:16]([OH:19])([CH3:18])[CH3:17])=[CH:11][C:10]=2[F:20])[S:6][C:5]=1[NH:21][C:22]1[N:27]=[C:26]([CH2:28][N:29]2[C:33]([C:34]([O-:36])=O)=[CH:32][N:31]=[N:30]2)[CH:25]=[CH:24][CH:23]=1)=[O:3].[K+].C1C=CC2N(O)N=[N:44][C:42]=2C=1.C(Cl)CCl.Cl.CN.CCN(C(C)C)C(C)C, predict the reaction product. The product is: [NH2:1][C:2]([C:4]1[CH:8]=[C:7]([C:9]2[C:10]([F:20])=[CH:11][C:12]([C:16]([OH:19])([CH3:17])[CH3:18])=[CH:13][C:14]=2[F:15])[S:6][C:5]=1[NH:21][C:22]1[N:27]=[C:26]([CH2:28][N:29]2[C:33]([C:34]([NH:44][CH3:42])=[O:36])=[CH:32][N:31]=[N:30]2)[CH:25]=[CH:24][CH:23]=1)=[O:3]. (8) Given the reactants C(=O)([O-])[O-].[K+].[K+].Cl.[NH:8]1[CH2:12][CH2:11][CH2:10][C@H:9]1[CH2:13][NH:14][C:15]([C:17]1[C:18]([Cl:26])=[N:19][C:20]([S:24][CH3:25])=[N:21][C:22]=1Cl)=[O:16], predict the reaction product. The product is: [Cl:26][C:18]1[C:17]2[C:15](=[O:16])[NH:14][CH2:13][C@H:9]3[N:8]([CH2:12][CH2:11][CH2:10]3)[C:22]=2[N:21]=[C:20]([S:24][CH3:25])[N:19]=1. (9) The product is: [C:2]1([NH:1][CH:20]2[CH2:19][CH2:18][C:17]([C:24]3[CH:25]=[CH:26][CH:27]=[CH:28][CH:29]=3)([N:16]([CH3:30])[CH3:15])[CH2:22][CH2:21]2)[C:14]2[CH2:13][C:12]3[C:7](=[CH:8][CH:9]=[CH:10][CH:11]=3)[C:6]=2[CH:5]=[CH:4][CH:3]=1. Given the reactants [NH2:1][C:2]1[C:14]2[CH2:13][C:12]3[C:7](=[CH:8][CH:9]=[CH:10][CH:11]=3)[C:6]=2[CH:5]=[CH:4][CH:3]=1.[CH3:15][N:16]([CH3:30])[C:17]1([C:24]2[CH:29]=[CH:28][CH:27]=[CH:26][CH:25]=2)[CH2:22][CH2:21][C:20](=O)[CH2:19][CH2:18]1.C(O)(=O)C, predict the reaction product.